From a dataset of Reaction yield outcomes from USPTO patents with 853,638 reactions. Predict the reaction yield, written as a fraction of the theoretical maximum amount of product (1.0 means a 100% yield; for example, 0.34 means a 34% yield). (1) The reactants are Cl[C:2]1[N:11]=[C:10]([NH:12][CH2:13][CH:14]([C:21]2[CH:26]=[CH:25][CH:24]=[CH:23][CH:22]=2)[C:15]2[CH:20]=[CH:19][CH:18]=[CH:17][CH:16]=2)[C:9]2[C:4](=[CH:5][CH:6]=[CH:7][CH:8]=2)[N:3]=1.[N:27]1([C:32]2[N:37]=[CH:36][C:35](B(O)O)=[CH:34][N:33]=2)[CH2:31][CH2:30][CH2:29][CH2:28]1.C(NC1C2C(=CC=CC=2)N=C(C2SC3C=CC=CC=3C=2)N=1)(C1C=CC=CC=1)C1C=CC=CC=1. The catalyst is C1CCCCC1.CCOC(C)=O. The product is [C:15]1([CH:14]([C:21]2[CH:26]=[CH:25][CH:24]=[CH:23][CH:22]=2)[CH2:13][NH:12][C:10]2[C:9]3[C:4](=[CH:5][CH:6]=[CH:7][CH:8]=3)[N:3]=[C:2]([C:35]3[CH:36]=[N:37][C:32]([N:27]4[CH2:28][CH2:29][CH2:30][CH2:31]4)=[N:33][CH:34]=3)[N:11]=2)[CH:20]=[CH:19][CH:18]=[CH:17][CH:16]=1. The yield is 0.460. (2) The reactants are COC1C=CC(C[N:10]2[C:18]3[CH:17]=[CH:16][CH:15]=[C:14]([N:19]([CH3:30])[C:20]4[CH:25]=[CH:24][N:23]=[C:22](S(C)(=O)=O)[N:21]=4)[C:13]=3[C:12]([CH3:31])=[N:11]2)=CC=1.Cl.[CH3:33][S:34]([C:37]1[CH:38]=[C:39]([CH:41]=[CH:42][CH:43]=1)[NH2:40])(=[O:36])=[O:35]. No catalyst specified. The product is [CH3:30][N:19]([C:14]1[CH:15]=[CH:16][CH:17]=[C:18]2[C:13]=1[C:12]([CH3:31])=[N:11][NH:10]2)[C:20]1[CH:25]=[CH:24][N:23]=[C:22]([NH:40][C:39]2[CH:41]=[CH:42][CH:43]=[C:37]([S:34]([CH3:33])(=[O:36])=[O:35])[CH:38]=2)[N:21]=1. The yield is 0.230. (3) The reactants are [CH3:1][O:2][CH2:3][O:4][CH2:5][C:6]1[C:7]([S:14]([NH2:17])(=[O:16])=[O:15])=[C:8]([N+:11]([O-])=O)[S:9][CH:10]=1. The catalyst is C(O)(=O)C.[Fe]. The product is [NH2:11][C:8]1[S:9][CH:10]=[C:6]([CH2:5][O:4][CH2:3][O:2][CH3:1])[C:7]=1[S:14]([NH2:17])(=[O:15])=[O:16]. The yield is 0.620. (4) The reactants are C[O:2][C:3](=O)[C:4]([C:8]1[CH:13]=[CH:12][C:11]([CH2:14][N:15]([C:27]([O:29][C:30]([CH3:33])([CH3:32])[CH3:31])=[O:28])[CH2:16][CH2:17][CH2:18][NH:19][C:20]([O:22][C:23]([CH3:26])([CH3:25])[CH3:24])=[O:21])=[CH:10][CH:9]=1)=[CH:5]OC.[Br:35][C:36]1[CH:41]=[CH:40][C:39]([C:42]2[NH:46][C:45]([NH2:47])=[N:44][CH:43]=2)=[CH:38][CH:37]=1.C[O-].[Na+]. The catalyst is C(O)C. The product is [C:30]([O:29][C:27](=[O:28])[N:15]([CH2:14][C:11]1[CH:12]=[CH:13][C:8]([C:4]2[C:3](=[O:2])[N:47]=[C:45]3[NH:46][C:42]([C:39]4[CH:38]=[CH:37][C:36]([Br:35])=[CH:41][CH:40]=4)=[CH:43][N:44]3[CH:5]=2)=[CH:9][CH:10]=1)[CH2:16][CH2:17][CH2:18][NH:19][C:20]([O:22][C:23]([CH3:25])([CH3:26])[CH3:24])=[O:21])([CH3:32])([CH3:31])[CH3:33]. The yield is 0.520. (5) The reactants are Br[CH2:2][CH2:3][CH2:4][O:5][Si:6]([CH:13]([CH3:15])[CH3:14])([CH:10]([CH3:12])[CH3:11])[CH:7]([CH3:9])[CH3:8].[CH2:16]([O:18][C:19]([C:21]1[NH:29][C:28]2[CH:27]=[CH:26][N:25]=[CH:24][C:23]=2[C:22]=1[NH:30][C:31]1[CH:36]=[CH:35][C:34]([I:37])=[CH:33][C:32]=1[F:38])=[O:20])[CH3:17].C(=O)([O-])[O-].[Cs+].[Cs+]. The catalyst is CN(C=O)C.O. The product is [CH2:16]([O:18][C:19]([C:21]1[N:29]([CH2:2][CH2:3][CH2:4][O:5][Si:6]([CH:13]([CH3:15])[CH3:14])([CH:10]([CH3:12])[CH3:11])[CH:7]([CH3:9])[CH3:8])[C:28]2[CH:27]=[CH:26][N:25]=[CH:24][C:23]=2[C:22]=1[NH:30][C:31]1[CH:36]=[CH:35][C:34]([I:37])=[CH:33][C:32]=1[F:38])=[O:20])[CH3:17]. The yield is 0.440. (6) The reactants are [OH:1][C:2]1[C:3](=[O:29])[C:4]([C:18]2[N:22]([C:23]3[CH:28]=[CH:27][CH:26]=[CH:25][CH:24]=3)[N:21]=[CH:20][CH:19]=2)=[N:5][N:6]([C:8]2[CH:13]=[CH:12][CH:11]=[C:10]([C:14]([F:17])([F:16])[F:15])[CH:9]=2)[CH:7]=1.[CH3:30][O:31][CH2:32][CH2:33]Br.C([O-])([O-])=O.[K+].[K+].O. The catalyst is CN(C=O)C. The product is [CH3:30][O:31][CH2:32][CH2:33][O:1][C:2]1[C:3](=[O:29])[C:4]([C:18]2[N:22]([C:23]3[CH:24]=[CH:25][CH:26]=[CH:27][CH:28]=3)[N:21]=[CH:20][CH:19]=2)=[N:5][N:6]([C:8]2[CH:13]=[CH:12][CH:11]=[C:10]([C:14]([F:16])([F:15])[F:17])[CH:9]=2)[CH:7]=1. The yield is 0.790. (7) The reactants are Cl[C:2]1[N:7]=[CH:6][N:5]=[C:4]([NH:8][C:9]2[CH:14]=[CH:13][CH:12]=[C:11]([NH2:15])[N:10]=2)[CH:3]=1.[CH3:16][C:17]1[CH:18]=[C:19]([OH:23])[CH:20]=[CH:21][CH:22]=1.C([O-])([O-])=O.[K+].[K+]. The catalyst is CN(C=O)C.CCOC(C)=O. The product is [CH3:16][C:17]1[CH:18]=[C:19]([CH:20]=[CH:21][CH:22]=1)[O:23][C:2]1[N:7]=[CH:6][N:5]=[C:4]([NH:8][C:9]2[CH:14]=[CH:13][CH:12]=[C:11]([NH2:15])[N:10]=2)[CH:3]=1. The yield is 0.750. (8) The reactants are [CH:1]1([N:6]2[CH2:11][CH2:10][N:9]([C:12]([C:14]3[CH:15]=[C:16]4[C:20](=[CH:21][CH:22]=3)[NH:19][C:18]([C:23]([N:25]3[CH2:30][CH2:29][C:28]([F:32])([F:31])[CH2:27][CH2:26]3)=[O:24])=[CH:17]4)=[O:13])[CH2:8][CH2:7]2)[CH2:5][CH2:4][CH2:3][CH2:2]1.[F:33][C:34]([F:45])([F:44])[C:35]1[CH:36]=[C:37](B(O)O)[CH:38]=[CH:39][CH:40]=1.N1C=CC=CC=1. The catalyst is ClCCl.C([O-])(=O)C.[Cu+2].C([O-])(=O)C. The product is [CH:1]1([N:6]2[CH2:7][CH2:8][N:9]([C:12]([C:14]3[CH:15]=[C:16]4[C:20](=[CH:21][CH:22]=3)[N:19]([C:39]3[CH:38]=[CH:37][CH:36]=[C:35]([C:34]([F:45])([F:44])[F:33])[CH:40]=3)[C:18]([C:23]([N:25]3[CH2:26][CH2:27][C:28]([F:31])([F:32])[CH2:29][CH2:30]3)=[O:24])=[CH:17]4)=[O:13])[CH2:10][CH2:11]2)[CH2:5][CH2:4][CH2:3][CH2:2]1. The yield is 0.730.